Dataset: Full USPTO retrosynthesis dataset with 1.9M reactions from patents (1976-2016). Task: Predict the reactants needed to synthesize the given product. Given the product [CH3:31][C:25]([C:32]1[CH:33]=[CH:34][C:35]([C:38]2[CH:43]=[CH:42][C:41]([O:44][CH2:45][CH2:46][CH:47]3[CH2:50][O:49][CH2:48]3)=[CH:40][CH:39]=2)=[CH:36][CH:37]=1)([CH3:24])[C:26]([OH:28])=[O:27], predict the reactants needed to synthesize it. The reactants are: CC(C1C=CC(B2OC(C)(C)C(C)(C)O2)=CC=1)(C)C(OCC)=O.[CH3:24][C:25]([C:32]1[CH:37]=[CH:36][C:35]([C:38]2[CH:43]=[CH:42][C:41]([O:44][CH2:45][CH2:46][CH:47]3[CH2:50][O:49][CH2:48]3)=[CH:40][CH:39]=2)=[CH:34][CH:33]=1)([CH3:31])[C:26]([O:28]CC)=[O:27].O.[OH-].[Li+].